From a dataset of Full USPTO retrosynthesis dataset with 1.9M reactions from patents (1976-2016). Predict the reactants needed to synthesize the given product. Given the product [N:17]([CH2:2][C:3]1[C:12]2[C:7](=[C:8]([F:15])[C:9]([OH:14])=[C:10]([F:13])[CH:11]=2)[O:6][C:5](=[O:16])[CH:4]=1)=[N+:18]=[N-:19], predict the reactants needed to synthesize it. The reactants are: Cl[CH2:2][C:3]1[C:12]2[C:7](=[C:8]([F:15])[C:9]([OH:14])=[C:10]([F:13])[CH:11]=2)[O:6][C:5](=[O:16])[CH:4]=1.[N-:17]=[N+:18]=[N-:19].[Na+].